From a dataset of Choline transporter screen with 302,306 compounds. Binary Classification. Given a drug SMILES string, predict its activity (active/inactive) in a high-throughput screening assay against a specified biological target. The molecule is O=C/1N(C(=O)NC(=O)C1=C(\NCCN1CCCCC1)C)CC=C. The result is 0 (inactive).